Task: Predict which catalyst facilitates the given reaction.. Dataset: Catalyst prediction with 721,799 reactions and 888 catalyst types from USPTO (1) Reactant: [CH3:1][N:2]([O:14][CH3:15])[C:3](=[O:13])[CH2:4][C@@H:5]1[CH2:10][CH2:9][NH:8][CH2:7][C@@H:6]1[CH:11]=[CH2:12].[CH:16](=O)[CH2:17][CH2:18][CH2:19][CH2:20][CH2:21][CH3:22].C(O[BH-](OC(=O)C)OC(=O)C)(=O)C.[Na+]. Product: [CH3:1][N:2]([O:14][CH3:15])[C:3](=[O:13])[CH2:4][C@@H:5]1[CH2:10][CH2:9][N:8]([CH2:16][CH2:17][CH2:18][CH2:19][CH2:20][CH2:21][CH3:22])[CH2:7][C@@H:6]1[CH:11]=[CH2:12]. The catalyst class is: 5. (2) Reactant: [F:1][C:2]([F:19])([F:18])[C:3]1[CH:4]=[C:5]([CH:10]([NH:13][C:14]([CH3:17])([CH3:16])[CH3:15])[CH2:11][OH:12])[CH:6]=[CH:7][C:8]=1[NH2:9].[C:20]([OH:29])(=[O:28])[C@@H:21]([C@H:23]([C:25]([OH:27])=[O:26])[OH:24])[OH:22]. Product: [C:25]([C@@H:23]([C@H:21]([C:20]([OH:29])=[O:28])[OH:22])[OH:24])([OH:27])=[O:26].[F:1][C:2]([F:18])([F:19])[C:3]1[CH:4]=[C:5]([CH:10]([NH:13][C:14]([CH3:15])([CH3:17])[CH3:16])[CH2:11][OH:12])[CH:6]=[CH:7][C:8]=1[NH2:9]. The catalyst class is: 32. (3) Reactant: [Cl:1][C:2]1[C:3]([C:12]2[CH:13]=[CH:14][C:15]([NH2:18])=[N:16][CH:17]=2)=[CH:4][C:5]2[O:9][C:8]([CH3:10])=[N:7][C:6]=2[CH:11]=1.[Cl:19][C:20]1[CH:28]=[CH:27][CH:26]=[CH:25][C:21]=1[C:22](Cl)=[O:23].CCN(C(C)C)C(C)C.C([O-])(O)=O.[Na+].C(Cl)Cl. Product: [Cl:1][C:2]1[C:3]([C:12]2[CH:13]=[CH:14][C:15]([NH:18][C:22]([C:21]3[CH:25]=[CH:26][CH:27]=[CH:28][C:20]=3[Cl:19])=[O:23])=[N:16][CH:17]=2)=[CH:4][C:5]2[O:9][C:8]([CH3:10])=[N:7][C:6]=2[CH:11]=1. The catalyst class is: 79.